Dataset: Retrosynthesis with 50K atom-mapped reactions and 10 reaction types from USPTO. Task: Predict the reactants needed to synthesize the given product. Given the product CC(C)(C)[Si](C)(C)OCc1ccc(C(=NO)C(F)(F)F)cc1, predict the reactants needed to synthesize it. The reactants are: CC(C)(C)[Si](C)(C)OCc1ccc(C(=O)C(F)(F)F)cc1.NO.